From a dataset of Catalyst prediction with 721,799 reactions and 888 catalyst types from USPTO. Predict which catalyst facilitates the given reaction. (1) Reactant: [Br:1][C:2]1[CH:3]=[C:4]2[C:9](=[CH:10][CH:11]=1)[CH:8]=[C:7]([C:12]([OH:14])=O)[CH:6]=[CH:5]2.[NH3:15]. Product: [Br:1][C:2]1[CH:3]=[C:4]2[C:9](=[CH:10][CH:11]=1)[CH:8]=[C:7]([C:12]([NH2:15])=[O:14])[CH:6]=[CH:5]2. The catalyst class is: 309. (2) Reactant: [Cl:1][C:2]1[N:6]([CH3:7])[N:5]=[C:4]([CH:8]([F:10])[F:9])[C:3]=1[C:11](Cl)=[O:12].[CH3:14][CH:15]([CH3:26])[CH2:16][CH:17]([C:19]1[CH:25]=[CH:24][CH:23]=[CH:22][C:20]=1[NH2:21])[CH3:18].C(=O)([O-])[O-].[K+].[K+]. Product: [Cl:1][C:2]1[N:6]([CH3:7])[N:5]=[C:4]([CH:8]([F:10])[F:9])[C:3]=1[C:11]([NH:21][C:20]1[CH:22]=[CH:23][CH:24]=[CH:25][C:19]=1[CH:17]([CH2:16][CH:15]([CH3:26])[CH3:14])[CH3:18])=[O:12]. The catalyst class is: 10. (3) The catalyst class is: 478. Reactant: C/C(/O[Si](C)(C)C)=N\[Si](C)(C)C.C(O[CH:17]1[O:33][C@:32]([CH2:40]S(C)(=O)=O)([CH2:34][O:35][S:36]([CH3:39])(=[O:38])=[O:37])[C@@H:23]([O:24][CH2:25][C:26]2[CH:31]=[CH:30][CH:29]=[CH:28][CH:27]=2)[C@H:18]1[O:19][C:20](=[O:22])[CH3:21])(=O)C.[NH2:45][C:46]1[N:54]=[C:53]2[C:49]([NH:50][CH:51]=[N:52]2)=[C:48]([Cl:55])[N:47]=1.C[Si]([O:60][S:61]([C:64](F)(F)F)(=[O:63])=[O:62])(C)C.C(=O)(O)[O-]. Product: [C:20]([O:19][C@@H:18]1[C@H:23]([O:24][CH2:25][C:26]2[CH:31]=[CH:30][CH:29]=[CH:28][CH:27]=2)[C:32]([CH2:34][O:35][S:36]([CH3:39])(=[O:37])=[O:38])([CH2:40][O:63][S:61]([CH3:64])(=[O:62])=[O:60])[O:33][C@H:17]1[N:47]1[C:48]([Cl:55])=[C:49]2[C:53](=[N:52][CH:51]=[N:50]2)[N:54]=[C:46]1[NH2:45])(=[O:22])[CH3:21]. (4) Reactant: [Cl:1][C:2]1[C:24]([Cl:25])=[CH:23][C:5]2[N:6]([C:11]3[CH:16]=[CH:15][C:14]([CH2:17][C:18]([O:20]CC)=[O:19])=[CH:13][CH:12]=3)[C:7]([CH2:9][CH3:10])=[N:8][C:4]=2[CH:3]=1.[OH-].[Na+]. Product: [Cl:1][C:2]1[C:24]([Cl:25])=[CH:23][C:5]2[N:6]([C:11]3[CH:12]=[CH:13][C:14]([CH2:17][C:18]([OH:20])=[O:19])=[CH:15][CH:16]=3)[C:7]([CH2:9][CH3:10])=[N:8][C:4]=2[CH:3]=1. The catalyst class is: 5. (5) Reactant: [CH2:1]([O:3][CH2:4][C:5]1[N:6]([CH2:18][C:19]2([OH:25])[CH2:24][CH2:23][O:22][CH2:21][CH2:20]2)[C:7]2[C:16]3[CH:15]=[CH:14][CH:13]=[CH:12][C:11]=3[N:10]=[CH:9][C:8]=2[N:17]=1)[CH3:2].ClC1C=CC=C(C(OO)=O)C=1.ClCCl.ClC(Cl)(Cl)C([N:44]=C=O)=O. Product: [NH2:44][C:9]1[C:8]2[N:17]=[C:5]([CH2:4][O:3][CH2:1][CH3:2])[N:6]([CH2:18][C:19]3([OH:25])[CH2:24][CH2:23][O:22][CH2:21][CH2:20]3)[C:7]=2[C:16]2[CH:15]=[CH:14][CH:13]=[CH:12][C:11]=2[N:10]=1. The catalyst class is: 147. (6) Reactant: [NH2:1][C:2]1[C:11]([C:12]#[N:13])=[C:10](O)[C:9]2[C:4](=[CH:5][CH:6]=[CH:7][CH:8]=2)[N:3]=1.P(Cl)(Cl)([Cl:17])=O. Product: [NH2:1][C:2]1[C:11]([C:12]#[N:13])=[C:10]([Cl:17])[C:9]2[C:4](=[CH:5][CH:6]=[CH:7][CH:8]=2)[N:3]=1. The catalyst class is: 74. (7) Reactant: [SH:1][C:2]1[S:3][CH:4]=[C:5]([C:7]2[CH:12]=[CH:11][CH:10]=[CH:9][CH:8]=2)[N:6]=1.C(=O)([O-])[O-].[K+].[K+].[C:19]([O:23][C:24]([N:26]1[CH2:31][CH2:30][CH2:29][CH:28]([CH2:32]I)[CH2:27]1)=[O:25])([CH3:22])([CH3:21])[CH3:20].O. Product: [C:19]([O:23][C:24]([N:26]1[CH2:31][CH2:30][CH2:29][CH:28]([CH2:32][S:1][C:2]2[S:3][CH:4]=[C:5]([C:7]3[CH:12]=[CH:11][CH:10]=[CH:9][CH:8]=3)[N:6]=2)[CH2:27]1)=[O:25])([CH3:22])([CH3:20])[CH3:21]. The catalyst class is: 9. (8) Reactant: C([O:4][CH:5]([C:10]1[N:11]([CH2:24][CH:25]([CH3:27])[CH3:26])[C:12]2[C:21]3[CH:20]=[CH:19][CH:18]=[CH:17][C:16]=3[N:15]=[C:14]([NH2:22])[C:13]=2[N:23]=1)[CH2:6][CH2:7][CH2:8][CH3:9])(=[O:3])C.C(Cl)Cl. Product: [OH2:3].[NH2:22][C:14]1[C:13]2[N:23]=[C:10]([CH:5]([CH2:6][CH2:7][CH2:8][CH3:9])[OH:4])[N:11]([CH2:24][CH:25]([CH3:26])[CH3:27])[C:12]=2[C:21]2[CH:20]=[CH:19][CH:18]=[CH:17][C:16]=2[N:15]=1.[NH2:22][C:14]1[C:13]2[N:23]=[C:10]([CH:5]([CH2:6][CH2:7][CH2:8][CH3:9])[OH:4])[N:11]([CH2:24][CH:25]([CH3:26])[CH3:27])[C:12]=2[C:21]2[CH:20]=[CH:19][CH:18]=[CH:17][C:16]=2[N:15]=1. The catalyst class is: 779.